From a dataset of Reaction yield outcomes from USPTO patents with 853,638 reactions. Predict the reaction yield, written as a fraction of the theoretical maximum amount of product (1.0 means a 100% yield; for example, 0.34 means a 34% yield). The reactants are [C:1]([O:5][C:6]([N:8]1[CH2:13][CH2:12][N:11]([C:14]2[CH:19]=[CH:18][CH:17]=[C:16]([C:20](=O)[NH:21][C:22]3[CH:27]=[CH:26][CH:25]=[CH:24][C:23]=3[NH2:28])[CH:15]=2)[CH2:10][CH2:9]1)=[O:7])([CH3:4])([CH3:3])[CH3:2]. The catalyst is C(O)(=O)C. The product is [C:1]([O:5][C:6]([N:8]1[CH2:13][CH2:12][N:11]([C:14]2[CH:19]=[CH:18][CH:17]=[C:16]([C:20]3[NH:28][C:23]4[CH:24]=[CH:25][CH:26]=[CH:27][C:22]=4[N:21]=3)[CH:15]=2)[CH2:10][CH2:9]1)=[O:7])([CH3:4])([CH3:3])[CH3:2]. The yield is 0.790.